This data is from Catalyst prediction with 721,799 reactions and 888 catalyst types from USPTO. The task is: Predict which catalyst facilitates the given reaction. (1) Reactant: [OH:1][CH:2]1[CH:6]([OH:7])[CH:5]([CH2:8][OH:9])[CH2:4][CH:3]1[N+:10]1[CH:15]=[CH:14][CH:13]=[C:12]([C:16]([O:18]C)=O)[CH:11]=1.[CH3:20][S:21]([O-:24])(=[O:23])=[O:22].[NH3:25]. Product: [C:16]([C:12]1[CH:11]=[N+:10]([CH:3]2[CH2:4][CH:5]([CH2:8][OH:9])[CH:6]([OH:7])[CH:2]2[OH:1])[CH:15]=[CH:14][CH:13]=1)(=[O:18])[NH2:25].[CH3:20][S:21]([O-:24])(=[O:23])=[O:22]. The catalyst class is: 5. (2) Product: [Cl:50][C:47]1[S:46][C:45]([C:43]([NH:42][CH2:41][C@@H:39]2[O:38][C:37](=[O:51])[N:36]([C:33]3[CH:34]=[CH:35][C:30]([NH:29][CH2:28][CH2:27][OH:26])=[CH:31][CH:32]=3)[CH2:40]2)=[O:44])=[CH:49][CH:48]=1. The catalyst class is: 1. Reactant: [F-].C([N+](CCCC)(CCCC)CCCC)CCC.[Si]([O:26][CH2:27][CH2:28][NH:29][C:30]1[CH:35]=[CH:34][C:33]([N:36]2[CH2:40][C@H:39]([CH2:41][NH:42][C:43]([C:45]3[S:46][C:47]([Cl:50])=[CH:48][CH:49]=3)=[O:44])[O:38][C:37]2=[O:51])=[CH:32][CH:31]=1)(C(C)(C)C)(C)C. (3) Reactant: C(OC([N:8]1[CH2:13][CH2:12][CH:11]([CH2:14][C:15]2[CH:20]=[CH:19][C:18]([F:21])=[CH:17][C:16]=2[F:22])[CH2:10][CH2:9]1)=O)(C)(C)C. Product: [F:22][C:16]1[CH:17]=[C:18]([F:21])[CH:19]=[CH:20][C:15]=1[CH2:14][CH:11]1[CH2:10][CH2:9][NH:8][CH2:13][CH2:12]1. The catalyst class is: 698. (4) Reactant: [Br:1][C:2]1[C:7]2[O:8][C@@H:9]([CH2:12][OH:13])[CH2:10][O:11][C:6]=2[CH:5]=[CH:4][CH:3]=1.CCN(CC)CC.[C:21]1([CH3:31])[CH:26]=[CH:25][C:24]([S:27](Cl)(=[O:29])=[O:28])=[CH:23][CH:22]=1. Product: [Br:1][C:2]1[C:7]2[O:8][C@@H:9]([CH2:12][O:13][S:27]([C:24]3[CH:25]=[CH:26][C:21]([CH3:31])=[CH:22][CH:23]=3)(=[O:29])=[O:28])[CH2:10][O:11][C:6]=2[CH:5]=[CH:4][CH:3]=1. The catalyst class is: 2. (5) Product: [Cl:1][C:2]1[CH:7]=[C:6]([Cl:8])[CH:5]=[CH:4][C:3]=1[C:9]1[C:14]([CH:15]=[O:16])=[C:13]([CH3:17])[N:12]=[C:11]([C:18]2[CH:19]=[CH:20][CH:21]=[CH:22][CH:23]=2)[N:10]=1. The catalyst class is: 91. Reactant: [Cl:1][C:2]1[CH:7]=[C:6]([Cl:8])[CH:5]=[CH:4][C:3]=1[C:9]1[C:14]([CH2:15][OH:16])=[C:13]([CH3:17])[N:12]=[C:11]([C:18]2[CH:23]=[CH:22][CH:21]=[CH:20][CH:19]=2)[N:10]=1.CC(OI1(OC(C)=O)(OC(C)=O)OC(=O)C2C=CC=CC1=2)=O. (6) Reactant: C([NH:5][S:6]([CH2:9][CH2:10][C:11]1[CH:16]=[CH:15][C:14]([NH:17][C:18]([C:20]2[N:21](COCC[Si](C)(C)C)[CH:22]=[C:23]([C:25]#[N:26])[N:24]=2)=[O:19])=[C:13]([C:35]2[CH2:40][CH2:39][C:38]([CH3:42])([CH3:41])[CH2:37][CH:36]=2)[CH:12]=1)(=[O:8])=[O:7])(C)(C)C.CCO.C1(OC)C=CC=CC=1.C(O)(C(F)(F)F)=O. Product: [CH3:41][C:38]1([CH3:42])[CH2:39][CH2:40][C:35]([C:13]2[CH:12]=[C:11]([CH2:10][CH2:9][S:6](=[O:7])(=[O:8])[NH2:5])[CH:16]=[CH:15][C:14]=2[NH:17][C:18]([C:20]2[NH:21][CH:22]=[C:23]([C:25]#[N:26])[N:24]=2)=[O:19])=[CH:36][CH2:37]1. The catalyst class is: 61.